This data is from TCR-epitope binding with 47,182 pairs between 192 epitopes and 23,139 TCRs. The task is: Binary Classification. Given a T-cell receptor sequence (or CDR3 region) and an epitope sequence, predict whether binding occurs between them. (1) Result: 0 (the TCR does not bind to the epitope). The epitope is VSFIEFVGW. The TCR CDR3 sequence is CSVDSKGDWGASNTEAFF. (2) The epitope is LLWNGPMAV. The TCR CDR3 sequence is CASSYFKGAGELFF. Result: 1 (the TCR binds to the epitope). (3) The epitope is KRWIILGLNK. The TCR CDR3 sequence is CSASNPLLGQGADYGYTF. Result: 1 (the TCR binds to the epitope).